Dataset: Full USPTO retrosynthesis dataset with 1.9M reactions from patents (1976-2016). Task: Predict the reactants needed to synthesize the given product. (1) Given the product [Cl:1][C:2]1[CH:3]=[C:4]2[C:9](=[CH:10][C:11]=1[C:12]([N:71]1[CH2:72][CH2:73][CH2:74][CH2:75][CH:70]1[CH2:69][N:63]1[CH2:68][CH2:67][CH2:66][CH2:65][CH2:64]1)=[O:14])[N:8]=[CH:7][N:6]=[C:5]2[NH:15][CH:16]([C:18]1[NH:22][C:21]2[CH:23]=[CH:24][C:25]([Cl:27])=[CH:26][C:20]=2[N:19]=1)[CH3:17], predict the reactants needed to synthesize it. The reactants are: [Cl:1][C:2]1[CH:3]=[C:4]2[C:9](=[CH:10][C:11]=1[C:12]([OH:14])=O)[N:8]=[CH:7][N:6]=[C:5]2[NH:15][CH:16]([C:18]1[NH:22][C:21]2[CH:23]=[CH:24][C:25]([Cl:27])=[CH:26][C:20]=2[N:19]=1)[CH3:17].FC1C(OC(N(C)C)=[N+](C)C)=C(F)C(F)=C(F)C=1F.F[P-](F)(F)(F)(F)F.C(N(C(C)C)CC)(C)C.[N:63]1([CH2:69][CH:70]2[CH2:75][CH2:74][CH2:73][CH2:72][NH:71]2)[CH2:68][CH2:67][CH2:66][CH2:65][CH2:64]1. (2) Given the product [F:1][C:2]1[CH:9]=[CH:8][C:5]([C:6]#[N:7])=[CH:4][C:3]=1[C:10](=[O:19])[CH2:11][CH2:12][C:13]1[CH:14]=[CH:15][CH:16]=[CH:17][CH:18]=1, predict the reactants needed to synthesize it. The reactants are: [F:1][C:2]1[CH:9]=[CH:8][C:5]([C:6]#[N:7])=[CH:4][C:3]=1[CH:10]([OH:19])[CH2:11][CH2:12][C:13]1[CH:18]=[CH:17][CH:16]=[CH:15][CH:14]=1.N1C=CC=C(S(O)(=O)=O)C=1.C(N(CC)CC)C.O. (3) Given the product [NH3:10].[Br:1][C:2]1[CH:9]=[CH:8][C:5]([CH2:6][N:10]2[CH2:15][CH2:14][CH:13]([N:16]3[CH2:21][CH2:20][O:19][CH2:18][CH2:17]3)[CH2:12][CH2:11]2)=[CH:4][CH:3]=1, predict the reactants needed to synthesize it. The reactants are: [Br:1][C:2]1[CH:9]=[CH:8][C:5]([CH2:6]Br)=[CH:4][CH:3]=1.[NH:10]1[CH2:15][CH2:14][CH:13]([N:16]2[CH2:21][CH2:20][O:19][CH2:18][CH2:17]2)[CH2:12][CH2:11]1.C(N(CC)CC)C. (4) Given the product [NH2:1][C:2]1[CH:7]=[C:6]([NH:8][S:23]([C:20]2[CH:21]=[CH:22][C:17]([CH3:27])=[CH:18][CH:19]=2)(=[O:25])=[O:24])[CH:5]=[CH:4][C:3]=1[CH3:9], predict the reactants needed to synthesize it. The reactants are: [NH2:1][C:2]1[CH:7]=[C:6]([NH2:8])[CH:5]=[CH:4][C:3]=1[CH3:9].C(N(CC)CC)C.[C:17]1([CH3:27])[CH:22]=[CH:21][C:20]([S:23](Cl)(=[O:25])=[O:24])=[CH:19][CH:18]=1. (5) Given the product [Cl:1][C:2]1[CH:3]=[CH:4][C:5]([CH2:6][N:7]2[C:16]3[C:11](=[CH:12][C:13]([F:18])=[C:14]([N:29]4[CH2:30][CH2:31][N:26]([CH3:25])[CH2:27][CH2:28]4)[CH:15]=3)[C:10](=[O:19])[C:9]([N+:20]([O-:22])=[O:21])=[CH:8]2)=[CH:23][CH:24]=1, predict the reactants needed to synthesize it. The reactants are: [Cl:1][C:2]1[CH:24]=[CH:23][C:5]([CH2:6][N:7]2[C:16]3[C:11](=[CH:12][C:13]([F:18])=[C:14](F)[CH:15]=3)[C:10](=[O:19])[C:9]([N+:20]([O-:22])=[O:21])=[CH:8]2)=[CH:4][CH:3]=1.[CH3:25][N:26]1[CH2:31][CH2:30][NH:29][CH2:28][CH2:27]1. (6) Given the product [Cl:1][C:2]1[CH:3]=[C:4]([C:32]2[CH:37]=[CH:36][CH:35]=[CH:34][CH:33]=2)[CH:5]=[CH:6][C:7]=1[CH2:8][N:9]1[C:13]2[CH:14]=[C:15]([O:19][CH2:20][C:21]3[N:30]=[CH:29][CH:28]=[CH:27][C:22]=3[C:23]([OH:25])=[O:24])[CH:16]=[C:17]([CH3:18])[C:12]=2[N:11]=[C:10]1[CH3:31], predict the reactants needed to synthesize it. The reactants are: [Cl:1][C:2]1[CH:3]=[C:4]([C:32]2[CH:37]=[CH:36][CH:35]=[CH:34][CH:33]=2)[CH:5]=[CH:6][C:7]=1[CH2:8][N:9]1[C:13]2[CH:14]=[C:15]([O:19][CH2:20][C:21]3[N:30]=[CH:29][CH:28]=[CH:27][C:22]=3[C:23]([O:25]C)=[O:24])[CH:16]=[C:17]([CH3:18])[C:12]=2[N:11]=[C:10]1[CH3:31].[OH-].[Na+].Cl. (7) Given the product [Cl:1][C:2]1[C:7]([O:8][CH3:9])=[CH:6][C:5]([O:10][CH3:11])=[CH:4][C:3]=1[C:12]1[C:23](=[O:24])[N:22]([CH2:25][CH2:26][CH2:27][N:28]2[C@@H:29]([CH3:42])[CH2:30][N:31]([C:35]([O:37][C:38]([CH3:40])([CH3:39])[CH3:41])=[O:36])[CH2:32][C@H:33]2[CH3:34])[C:15]2[N:16]=[C:17]([S:20]([CH3:21])=[O:51])[N:18]=[CH:19][C:14]=2[CH:13]=1, predict the reactants needed to synthesize it. The reactants are: [Cl:1][C:2]1[C:7]([O:8][CH3:9])=[CH:6][C:5]([O:10][CH3:11])=[CH:4][C:3]=1[C:12]1[C:23](=[O:24])[N:22]([CH2:25][CH2:26][CH2:27][N:28]2[C@@H:33]([CH3:34])[CH2:32][N:31]([C:35]([O:37][C:38]([CH3:41])([CH3:40])[CH3:39])=[O:36])[CH2:30][C@H:29]2[CH3:42])[C:15]2[N:16]=[C:17]([S:20][CH3:21])[N:18]=[CH:19][C:14]=2[CH:13]=1.C1C=C(Cl)C=C(C(OO)=[O:51])C=1.